This data is from Full USPTO retrosynthesis dataset with 1.9M reactions from patents (1976-2016). The task is: Predict the reactants needed to synthesize the given product. Given the product [CH:1]1([CH2:10][O:11][C:13]2[N:14]=[C:15]([OH:23])[C:16]3[CH:22]=[CH:21][N:20]=[CH:19][C:17]=3[N:18]=2)[C:9]2[C:4](=[CH:5][CH:6]=[CH:7][CH:8]=2)[CH2:3][CH2:2]1, predict the reactants needed to synthesize it. The reactants are: [CH:1]1([CH2:10][OH:11])[C:9]2[C:4](=[CH:5][CH:6]=[CH:7][CH:8]=2)[CH2:3][CH2:2]1.Cl[C:13]1[N:14]=[C:15]([OH:23])[C:16]2[CH:22]=[CH:21][N:20]=[CH:19][C:17]=2[N:18]=1.